Dataset: Full USPTO retrosynthesis dataset with 1.9M reactions from patents (1976-2016). Task: Predict the reactants needed to synthesize the given product. (1) Given the product [C:1]1([CH2:7][CH2:8][C:9]2[CH:14]=[CH:13][N:12]=[C:11]3[NH:15][N:16]=[C:17]([O:18][C@@H:33]4[O:34][C@H:35]([CH2:52][O:53][C:54](=[O:59])[C:55]([CH3:58])([CH3:57])[CH3:56])[C@@H:36]([O:45][C:46](=[O:51])[C:47]([CH3:48])([CH3:49])[CH3:50])[C@H:37]([O:38][C:39](=[O:44])[C:40]([CH3:41])([CH3:42])[CH3:43])[C@H:32]4[O:31][C:25](=[O:30])[C:26]([CH3:29])([CH3:27])[CH3:28])[C:10]=23)[CH:6]=[CH:5][CH:4]=[CH:3][CH:2]=1, predict the reactants needed to synthesize it. The reactants are: [C:1]1([CH2:7][CH2:8][C:9]2[CH:14]=[CH:13][N:12]=[C:11]3[NH:15][N:16]=[C:17]([OH:18])[C:10]=23)[CH:6]=[CH:5][CH:4]=[CH:3][CH:2]=1.C(=O)([O-])[O-].[K+].[K+].[C:25]([O:31][C@@H:32]1[C@@H:37]([O:38][C:39](=[O:44])[C:40]([CH3:43])([CH3:42])[CH3:41])[C@H:36]([O:45][C:46](=[O:51])[C:47]([CH3:50])([CH3:49])[CH3:48])[C@@H:35]([CH2:52][O:53][C:54](=[O:59])[C:55]([CH3:58])([CH3:57])[CH3:56])[O:34][C@@H:33]1Br)(=[O:30])[C:26]([CH3:29])([CH3:28])[CH3:27].C(#N)C. (2) Given the product [CH:1]1[C:10]2[C:5](=[CH:6][CH:7]=[CH:8][CH:9]=2)[CH:4]=[CH:3][C:2]=1[C:11]1=[N:16][N:17]([CH:22]([C:24]2[CH:25]=[CH:26][CH:27]=[CH:28][CH:29]=2)[C:21]([OH:20])=[O:30])[C:21](=[O:20])/[C:22](=[CH:24]/[CH3:25])/[C:12]/1=[CH:28]\[CH:27]=[CH2:26], predict the reactants needed to synthesize it. The reactants are: [CH:1]1[C:10]2[C:5](=[CH:6][CH:7]=[CH:8][CH:9]=2)[CH:4]=[CH:3][C:2]=1[CH2:11][C:12](O)=O.Cl.[NH2:16][NH2:17].C([O:20][C:21](=[O:30])[CH:22]([C:24]1[CH:29]=[CH:28][CH:27]=[CH:26][CH:25]=1)Br)C. (3) Given the product [Cl:36][C:35]1[C:30]([NH:29][C:19]2[C:18]3[C:23](=[CH:24][C:25]([O:27][CH3:28])=[CH:26][C:17]=3[O:16][CH:13]3[CH2:12][CH2:11][NH:10][CH2:15][CH2:14]3)[N:22]=[CH:21][N:20]=2)=[C:31]2[O:39][CH2:38][O:37][C:32]2=[CH:33][CH:34]=1, predict the reactants needed to synthesize it. The reactants are: Cl.Cl.C(OC([N:10]1[CH2:15][CH2:14][CH:13]([O:16][C:17]2[CH:26]=[C:25]([O:27][CH3:28])[CH:24]=[C:23]3[C:18]=2[C:19]([NH:29][C:30]2[C:35]([Cl:36])=[CH:34][CH:33]=[C:32]4[O:37][CH2:38][O:39][C:31]=24)=[N:20][CH:21]=[N:22]3)[CH2:12][CH2:11]1)=O)(C)(C)C.FC(F)(F)C(O)=O. (4) The reactants are: [NH:1]1[C:5]2=[N:6][CH:7]=[CH:8][CH:9]=[C:4]2[C:3]([C:10]([OH:12])=[O:11])=[N:2]1.[CH2:13](O)[CH3:14]. Given the product [NH:1]1[C:5]2=[N:6][CH:7]=[CH:8][CH:9]=[C:4]2[C:3]([C:10]([O:12][CH2:13][CH3:14])=[O:11])=[N:2]1, predict the reactants needed to synthesize it.